Dataset: Reaction yield outcomes from USPTO patents with 853,638 reactions. Task: Predict the reaction yield, written as a fraction of the theoretical maximum amount of product (1.0 means a 100% yield; for example, 0.34 means a 34% yield). (1) The reactants are Cl[C:2]1[N:7]=[C:6]([C:8]2[N:12]3[CH:13]=[CH:14][CH:15]=[CH:16][C:11]3=[N:10][C:9]=2[C:17]2[CH:18]=[C:19]([CH:31]=[CH:32][CH:33]=2)[C:20]([NH:22][C:23]2[C:28]([F:29])=[CH:27][CH:26]=[CH:25][C:24]=2[F:30])=[O:21])[CH:5]=[CH:4][N:3]=1.[F:34][CH2:35][CH2:36][N:37]1[CH2:42][C@@H:41]2[CH2:43][C@H:38]1[CH2:39][N:40]2[CH:44]1[CH2:49][CH2:48][N:47]([C:50]2[CH:56]=[CH:55][C:53]([NH2:54])=[C:52]([O:57][CH3:58])[CH:51]=2)[CH2:46][CH2:45]1.Cl.C[O-].[Na+]. The catalyst is C(O)C(F)(F)F.CO.C(Cl)Cl.C(OCC)C. The product is [F:30][C:24]1[CH:25]=[CH:26][CH:27]=[C:28]([F:29])[C:23]=1[NH:22][C:20](=[O:21])[C:19]1[CH:31]=[CH:32][CH:33]=[C:17]([C:9]2[N:10]=[C:11]3[CH:16]=[CH:15][CH:14]=[CH:13][N:12]3[C:8]=2[C:6]2[CH:5]=[CH:4][N:3]=[C:2]([NH:54][C:53]3[CH:55]=[CH:56][C:50]([N:47]4[CH2:48][CH2:49][CH:44]([N:40]5[CH2:39][C@@H:38]6[CH2:43][C@H:41]5[CH2:42][N:37]6[CH2:36][CH2:35][F:34])[CH2:45][CH2:46]4)=[CH:51][C:52]=3[O:57][CH3:58])[N:7]=2)[CH:18]=1. The yield is 0.270. (2) The reactants are [C:1]([O:4][CH2:5][C:6]1[CH:11]=[CH:10][CH:9]=[C:8](/[CH:12]=[CH:13]/[CH2:14][CH2:15][O:16]C2CCCCO2)[C:7]=1[Br:23])(=[O:3])[CH3:2].[H][H]. The catalyst is C(OCC)(=O)C.[Pd]. The product is [C:1]([O:4][CH2:5][C:6]1[CH:11]=[CH:10][CH:9]=[C:8]([CH2:12][CH2:13][CH2:14][CH2:15][OH:16])[C:7]=1[Br:23])(=[O:3])[CH3:2]. The yield is 0.634. (3) The reactants are [I-].[Li+].C([O:5][C:6](=[O:33])[C:7]1[C:12]([CH3:13])=[CH:11][C:10]([CH2:14][N:15]2[C:23]3[C:18](=[CH:19][C:20]([Cl:24])=[CH:21][CH:22]=3)[C:17]([CH3:25])=[C:16]2[C:26]2[CH:27]=[N:28][CH:29]=[CH:30][CH:31]=2)=[CH:9][C:8]=1[CH3:32])C.Cl. The catalyst is N1C(C)=CC=CC=1C. The product is [NH4+:15].[OH-:5].[CH3:13][C:12]1[CH:11]=[C:10]([CH2:14][N:15]2[C:23]3[C:18](=[CH:19][C:20]([Cl:24])=[CH:21][CH:22]=3)[C:17]([CH3:25])=[C:16]2[C:26]2[CH:27]=[N:28][CH:29]=[CH:30][CH:31]=2)[CH:9]=[C:8]([CH3:32])[C:7]=1[C:6]([OH:33])=[O:5]. The yield is 0.00100. (4) The reactants are [Cl:1][C:2]1[CH:7]=[CH:6][C:5]([C:8]2[CH:13]=[CH:12][N+:11]([O-])=[CH:10][CH:9]=2)=[C:4]([O:15][CH3:16])[CH:3]=1.C(OC(=O)C)(=[O:19])C. No catalyst specified. The product is [Cl:1][C:2]1[CH:7]=[CH:6][C:5]([C:8]2[CH:13]=[CH:12][NH:11][C:10](=[O:19])[CH:9]=2)=[C:4]([O:15][CH3:16])[CH:3]=1. The yield is 0.910. (5) The reactants are [CH2:1]([O:4][N:5]1[C:11](=[O:12])[N:10]2[CH2:13][C@H:6]1[C:7]([CH3:17])=[CH:8][C@@H:9]2[C:14]([OH:16])=O)[CH:2]=[CH2:3].[CH3:18][O:19][C:20]1[CH:45]=[CH:44][C:23]([CH2:24][O:25][C:26]2[C:31]([O:32][CH2:33][C:34]3[CH:39]=[CH:38][C:37]([O:40][CH3:41])=[CH:36][CH:35]=3)=[CH:30][N:29]=[C:28]([CH2:42][NH2:43])[CH:27]=2)=[CH:22][CH:21]=1.F[P-](F)(F)(F)(F)F.N1(OC(N(C)C)=[N+](C)C)C2N=CC=CC=2N=N1.C(N(CC)C(C)C)(C)C. The catalyst is CN(C=O)C.C(OCC)(=O)C. The product is [CH2:1]([O:4][N:5]1[C:11](=[O:12])[N:10]2[CH2:13][C@H:6]1[C:7]([CH3:17])=[CH:8][C@H:9]2[C:14]([NH:43][CH2:42][C:28]1[CH:27]=[C:26]([O:25][CH2:24][C:23]2[CH:22]=[CH:21][C:20]([O:19][CH3:18])=[CH:45][CH:44]=2)[C:31]([O:32][CH2:33][C:34]2[CH:35]=[CH:36][C:37]([O:40][CH3:41])=[CH:38][CH:39]=2)=[CH:30][N:29]=1)=[O:16])[CH:2]=[CH2:3]. The yield is 0.360. (6) The reactants are Cl.[F:2][C:3]1[CH:4]=[C:5]([CH:45]=[CH:46][CH:47]=1)[CH2:6][N:7]1[C:11]([CH3:12])=[C:10]([C:13]2[C:21]3[C:16](=[N:17][CH:18]=[C:19]([C:22]4[CH:27]=[CH:26][C:25]([N:28]5[CH2:33][CH2:32][NH:31][CH2:30][CH2:29]5)=[CH:24][CH:23]=4)[CH:20]=3)[N:15]([S:34]([C:37]3[CH:43]=[CH:42][C:40]([CH3:41])=[CH:39][CH:38]=3)(=[O:36])=[O:35])[CH:14]=2)[C:9]([CH3:44])=[N:8]1.CCN(C(C)C)[CH:51]([CH3:53])[CH3:52].C([OH:59])C. No catalyst specified. The product is [F:2][C:3]1[CH:4]=[C:5]([CH:45]=[CH:46][CH:47]=1)[CH2:6][N:7]1[C:11]([CH3:12])=[C:10]([C:13]2[C:21]3[C:16](=[N:17][CH:18]=[C:19]([C:22]4[CH:27]=[CH:26][C:25]([N:28]5[CH2:29][CH2:30][N:31]([CH2:52][C@@H:51]([OH:59])[CH3:53])[CH2:32][CH2:33]5)=[CH:24][CH:23]=4)[CH:20]=3)[N:15]([S:34]([C:37]3[CH:43]=[CH:42][C:40]([CH3:41])=[CH:39][CH:38]=3)(=[O:35])=[O:36])[CH:14]=2)[C:9]([CH3:44])=[N:8]1. The yield is 0.820. (7) The reactants are [CH3:1][C:2]1[N:3]=[C:4](/[CH:10]=[CH:11]/[C:12]2[N:13]([CH3:23])[N:14]=[N:15][C:16]=2[C:17]2[CH:22]=[CH:21][CH:20]=[CH:19][N:18]=2)[S:5][C:6]=1[C:7]([OH:9])=O.CN(C(O[N:32]1N=N[C:34]2C=CC=[CH:38][C:33]1=2)=[N+](C)C)C.[B-](F)(F)(F)F.CCN(C(C)C)C(C)C.C(N)(C)C. The yield is 0.570. The product is [CH:33]([NH:32][C:7]([C:6]1[S:5][C:4](/[CH:10]=[CH:11]/[C:12]2[N:13]([CH3:23])[N:14]=[N:15][C:16]=2[C:17]2[CH:22]=[CH:21][CH:20]=[CH:19][N:18]=2)=[N:3][C:2]=1[CH3:1])=[O:9])([CH3:38])[CH3:34]. The catalyst is CN(C=O)C. (8) The reactants are [CH:1]1[C:10]2[C:5](=[CH:6][CH:7]=[CH:8][CH:9]=2)[CH:4]=[C:3]([C:11]([NH:13][NH2:14])=[O:12])[N:2]=1.[N:15]([O-])=O.[Na+]. The catalyst is Cl.O. The product is [CH:1]1[C:10]2[C:5](=[CH:6][CH:7]=[CH:8][CH:9]=2)[CH:4]=[C:3]([C:11]([N:13]=[N+:14]=[N-:15])=[O:12])[N:2]=1. The yield is 0.938. (9) The product is [NH2:1][C:2]1[CH:9]=[CH:8][CH:7]=[C:6]([C:17]2[CH:16]=[CH:15][CH:14]=[C:13]([O:12][CH3:11])[CH:18]=2)[C:3]=1[C:4]#[N:5]. The yield is 0.800. The reactants are [NH2:1][C:2]1[CH:9]=[CH:8][CH:7]=[C:6](Br)[C:3]=1[C:4]#[N:5].[CH3:11][O:12][C:13]1[CH:14]=[C:15](B(O)O)[CH:16]=[CH:17][CH:18]=1.C(=O)([O-])[O-].[K+].[K+]. The catalyst is O1CCOCC1. (10) The reactants are C(N(CC)C(C)C)(C)C.[F:10][C:11]([F:21])([F:20])[C@H:12]([NH2:19])[C:13]1[CH:18]=[CH:17][CH:16]=[CH:15][CH:14]=1.CCCP(=O)=O.[CH2:28]([S:30]([C:33]1[CH:34]=[C:35]2[C:40](=[CH:41][C:42]=1[O:43][CH3:44])[N:39]=[C:38]([C:45]1[CH:50]=[CH:49][CH:48]=[C:47]([C:51]([F:54])([F:53])[F:52])[CH:46]=1)[C:37]([CH2:55][N:56]1[CH2:61][CH2:60][CH:59]([N:62]3[CH2:66][CH2:65][CH2:64][CH2:63]3)[CH2:58][CH2:57]1)=[C:36]2[C:67](O)=[O:68])(=[O:32])=[O:31])[CH3:29]. The catalyst is C(OCC)(=O)C.ClCCl.C([O-])([O-])=O.[Na+].[Na+]. The product is [CH2:28]([S:30]([C:33]1[CH:34]=[C:35]2[C:40](=[CH:41][C:42]=1[O:43][CH3:44])[N:39]=[C:38]([C:45]1[CH:50]=[CH:49][CH:48]=[C:47]([C:51]([F:53])([F:54])[F:52])[CH:46]=1)[C:37]([CH2:55][N:56]1[CH2:61][CH2:60][CH:59]([N:62]3[CH2:66][CH2:65][CH2:64][CH2:63]3)[CH2:58][CH2:57]1)=[C:36]2[C:67]([NH:19][C@H:12]([C:13]1[CH:18]=[CH:17][CH:16]=[CH:15][CH:14]=1)[C:11]([F:20])([F:21])[F:10])=[O:68])(=[O:31])=[O:32])[CH3:29]. The yield is 0.510.